The task is: Regression. Given a peptide amino acid sequence and an MHC pseudo amino acid sequence, predict their binding affinity value. This is MHC class II binding data.. This data is from Peptide-MHC class II binding affinity with 134,281 pairs from IEDB. (1) The binding affinity (normalized) is 0.346. The MHC is HLA-DQA10401-DQB10402 with pseudo-sequence HLA-DQA10401-DQB10402. The peptide sequence is INEPTAAAIAYGLSR. (2) The peptide sequence is TKIQYVIRAQLHVGA. The MHC is DRB5_0101 with pseudo-sequence DRB5_0101. The binding affinity (normalized) is 0.640. (3) The peptide sequence is GIVTMLSPMLHHWIK. The MHC is DRB1_1101 with pseudo-sequence DRB1_1101. The binding affinity (normalized) is 0.808. (4) The peptide sequence is AILIWMYYHGQRHSDEH. The MHC is DRB1_0401 with pseudo-sequence DRB1_0401. The binding affinity (normalized) is 0. (5) The peptide sequence is FFQMTNTNPDQKCIT. The MHC is DRB4_0101 with pseudo-sequence DRB4_0103. The binding affinity (normalized) is 0.345. (6) The peptide sequence is KYKFVRIQPGQTFSV. The MHC is DRB1_0401 with pseudo-sequence DRB1_0401. The binding affinity (normalized) is 0.375. (7) The peptide sequence is SGLVWGQKYFKGNFQ. The MHC is HLA-DQA10401-DQB10402 with pseudo-sequence HLA-DQA10401-DQB10402. The binding affinity (normalized) is 0.167. (8) The peptide sequence is CKYGSLKPNCGNKVV. The MHC is DRB1_0301 with pseudo-sequence DRB1_0301. The binding affinity (normalized) is 0.